This data is from Full USPTO retrosynthesis dataset with 1.9M reactions from patents (1976-2016). The task is: Predict the reactants needed to synthesize the given product. (1) The reactants are: C[O-].[Na+].[F:4][C:5]1[CH:24]=[CH:23][C:8]([CH2:9][C:10]2[CH:11]=[C:12]([O:21][CH3:22])[C:13]([O:19][CH3:20])=[C:14]([C:16](=[O:18])[CH3:17])[CH:15]=2)=[CH:7][CH:6]=1.[CH3:25][C:26]1[CH:31]=[CH:30][N:29]=[C:28]([C:32](OC)=[O:33])[CH:27]=1. Given the product [F:4][C:5]1[CH:6]=[CH:7][C:8]([CH2:9][C:10]2[CH:11]=[C:12]([O:21][CH3:22])[C:13]([O:19][CH3:20])=[C:14]([C:16](=[O:18])[CH2:17][C:32]([C:28]3[CH:27]=[C:26]([CH3:25])[CH:31]=[CH:30][N:29]=3)=[O:33])[CH:15]=2)=[CH:23][CH:24]=1, predict the reactants needed to synthesize it. (2) Given the product [C:6]([C:5]1[C:8]([NH:10][CH2:11][CH2:12][O:13][CH3:14])=[CH:9][C:2]([NH:1][C:20]([N:33]2[C:32]3[C:37](=[CH:38][C:39]([CH2:40][N:41]4[CH2:46][CH2:45][S:44][CH2:43][C:42]4=[O:47])=[C:30]([CH:29]([O:48][CH3:49])[O:28][CH3:27])[N:31]=3)[CH2:36][CH2:35][CH2:34]2)=[O:21])=[N:3][CH:4]=1)#[N:7], predict the reactants needed to synthesize it. The reactants are: [NH2:1][C:2]1[CH:9]=[C:8]([NH:10][CH2:11][CH2:12][O:13][CH3:14])[C:5]([C:6]#[N:7])=[CH:4][N:3]=1.N1([C:20](N2C=NC=N2)=[O:21])C=NC=N1.[CH3:27][O:28][CH:29]([O:48][CH3:49])[C:30]1[C:39]([CH2:40][N:41]2[CH2:46][CH2:45][S:44][CH2:43][C:42]2=[O:47])=[CH:38][C:37]2[CH2:36][CH2:35][CH2:34][NH:33][C:32]=2[N:31]=1. (3) The reactants are: [CH2:1]([N:8]1[C:12]2[CH:13]=[CH:14][C:15]([NH:17][C:18]3[CH:27]=[CH:26][C:25]([Cl:28])=[CH:24][C:19]=3[C:20]([O:22]C)=[O:21])=[CH:16][C:11]=2[NH:10][C:9]1=[O:29])[C:2]1[CH:7]=[CH:6][CH:5]=[CH:4][CH:3]=1.[OH-].[Na+].O.Cl. Given the product [CH2:1]([N:8]1[C:12]2[CH:13]=[CH:14][C:15]([NH:17][C:18]3[CH:27]=[CH:26][C:25]([Cl:28])=[CH:24][C:19]=3[C:20]([OH:22])=[O:21])=[CH:16][C:11]=2[NH:10][C:9]1=[O:29])[C:2]1[CH:7]=[CH:6][CH:5]=[CH:4][CH:3]=1, predict the reactants needed to synthesize it. (4) Given the product [Br:19][C:15]1[CH:16]=[CH:17][CH:18]=[C:13]([CH:23]=[O:24])[N:14]=1, predict the reactants needed to synthesize it. The reactants are: C([Li])CCC.CCCCCC.Br[C:13]1[CH:18]=[CH:17][CH:16]=[C:15]([Br:19])[N:14]=1.CN([CH:23]=[O:24])C. (5) Given the product [I:1][C:2]1[CH:3]=[C:4]2[C:9](=[CH:10][CH:11]=1)[C@H:8]([CH2:12][N:13]1[CH2:17][CH:16]([OH:18])[CH2:14]1)[CH2:7][CH2:6][CH2:5]2, predict the reactants needed to synthesize it. The reactants are: [I:1][C:2]1[CH:3]=[C:4]2[C:9](=[CH:10][CH:11]=1)[C@H:8]([CH2:12][NH2:13])[CH2:7][CH2:6][CH2:5]2.[CH2:14]([CH:16]1[O:18][CH2:17]1)Br.